Dataset: Catalyst prediction with 721,799 reactions and 888 catalyst types from USPTO. Task: Predict which catalyst facilitates the given reaction. (1) Reactant: Br[C:2]1[CH:12]=[CH:11][C:5]2[C:6](=[O:10])[O:7][CH:8]([CH3:9])[C:4]=2[CH:3]=1.[Cl-].[Li+].[CH2:15]([Sn](CCCC)(CCCC)CCCC)[CH:16]=[CH2:17]. Product: [CH3:9][CH:8]1[C:4]2[CH:3]=[C:2]([CH2:17][CH:16]=[CH2:15])[CH:12]=[CH:11][C:5]=2[C:6](=[O:10])[O:7]1. The catalyst class is: 109. (2) Reactant: [C:1]1([C:7]2[C:16]3[C:11](=[CH:12][CH:13]=[CH:14][CH:15]=3)[N:10]=[C:9]([C:17]3[S:21][C:20]([CH2:22][C:23]([O:25]C)=[O:24])=[CH:19][CH:18]=3)[CH:8]=2)[CH:6]=[CH:5][CH:4]=[CH:3][CH:2]=1.CO.[OH-].[Na+]. Product: [C:1]1([C:7]2[C:16]3[C:11](=[CH:12][CH:13]=[CH:14][CH:15]=3)[N:10]=[C:9]([C:17]3[S:21][C:20]([CH2:22][C:23]([OH:25])=[O:24])=[CH:19][CH:18]=3)[CH:8]=2)[CH:6]=[CH:5][CH:4]=[CH:3][CH:2]=1. The catalyst class is: 1. (3) Reactant: [F:1][C:2]1[CH:18]=[C:17]([N+:19]([O-:21])=[O:20])[CH:16]=[CH:15][C:3]=1[O:4][C:5]1[CH:10]=[CH:9][N:8]=[C:7]2[CH:11]=[C:12](I)[S:13][C:6]=12.Br[C:23]1[CH:30]=[CH:29][C:26]([CH:27]=[O:28])=[CH:25][N:24]=1.C[Sn](C)(C)[Sn](C)(C)C. Product: [F:1][C:2]1[CH:18]=[C:17]([N+:19]([O-:21])=[O:20])[CH:16]=[CH:15][C:3]=1[O:4][C:5]1[CH:10]=[CH:9][N:8]=[C:7]2[CH:11]=[C:12]([C:23]3[CH:30]=[CH:29][C:26]([CH:27]=[O:28])=[CH:25][N:24]=3)[S:13][C:6]=12. The catalyst class is: 12.